From a dataset of Reaction yield outcomes from USPTO patents with 853,638 reactions. Predict the reaction yield, written as a fraction of the theoretical maximum amount of product (1.0 means a 100% yield; for example, 0.34 means a 34% yield). The reactants are [F:1][C:2]1[CH:3]=[C:4]2[C:12](=[CH:13][CH:14]=1)[NH:11][C:10]1[CH2:9][CH2:8][C@H:7]([C:15]([NH2:17])=O)[CH2:6][C:5]2=1.[H-].[Al+3].[Li+].[H-].[H-].[H-]. The catalyst is C1COCC1. The product is [F:1][C:2]1[CH:3]=[C:4]2[C:12](=[CH:13][CH:14]=1)[NH:11][C:10]1[CH2:9][CH2:8][C@H:7]([CH2:15][NH2:17])[CH2:6][C:5]2=1. The yield is 0.820.